This data is from Forward reaction prediction with 1.9M reactions from USPTO patents (1976-2016). The task is: Predict the product of the given reaction. (1) The product is: [Cl:1][C:2]1[N:3]=[C:4]([NH:21][C:22]2([CH2:25][OH:26])[CH2:24][CH2:23]2)[C:5]2[S:10][CH2:9][CH2:8][C:6]=2[N:7]=1. Given the reactants [Cl:1][C:2]1[N:3]=[C:4](Cl)[C:5]2[S:10][CH2:9][CH2:8][C:6]=2[N:7]=1.C(N(C(C)C)CC)(C)C.[NH2:21][C:22]1([CH2:25][OH:26])[CH2:24][CH2:23]1, predict the reaction product. (2) Given the reactants [Br:1][C:2]1[CH:11]=[C:10]2[C:5]([C:6](Cl)=[N:7][C:8]([C:12]3[CH:13]=[N:14][CH:15]=[CH:16][CH:17]=3)=[N:9]2)=[CH:4][CH:3]=1.[CH3:19][NH2:20], predict the reaction product. The product is: [Br:1][C:2]1[CH:11]=[C:10]2[C:5]([C:6]([NH:20][CH3:19])=[N:7][C:8]([C:12]3[CH:13]=[N:14][CH:15]=[CH:16][CH:17]=3)=[N:9]2)=[CH:4][CH:3]=1. (3) Given the reactants O[CH2:2][CH2:3][N:4]([CH3:16])[C:5]1[N:10]=[C:9]([N:11]([CH3:15])[CH2:12][CH2:13]O)[CH:8]=[CH:7][CH:6]=1.[CH3:17][O:18][C:19](=[O:32])[CH:20]([O:29][CH2:30][CH3:31])[CH2:21][C:22]1[CH:27]=[CH:26][C:25]([SH:28])=[CH:24][CH:23]=1.[OH2:33], predict the reaction product. The product is: [CH3:17][O:18][C:19](=[O:32])[CH:20]([O:29][CH2:30][CH3:31])[CH2:21][C:22]1[CH:27]=[CH:26][C:25]([S:28][CH2:2][CH2:3][N:4]([C:5]2[CH:6]=[CH:7][CH:8]=[C:9]([N:11]([CH2:12][CH2:13][S:28][C:25]3[CH:24]=[CH:23][C:22]([CH2:21][CH:20]([O:29][CH2:30][CH3:31])[C:19]([O:18][CH3:17])=[O:33])=[CH:27][CH:26]=3)[CH3:15])[N:10]=2)[CH3:16])=[CH:24][CH:23]=1. (4) Given the reactants [C:1]([C:3]1[CH:8]=[CH:7][C:6]([C:9]2[CH:10]=[C:11]3[C:16](=[CH:17][CH:18]=2)[CH:15]([C:19]([O:21]CC)=O)[C:14](=O)[CH2:13][CH2:12]3)=[CH:5][CH:4]=1)#[N:2].[NH:25]([C:27]1[CH:32]=[CH:31][CH:30]=[CH:29][N:28]=1)[NH2:26], predict the reaction product. The product is: [OH:21][C:19]1[N:25]([C:27]2[CH:32]=[CH:31][CH:30]=[CH:29][N:28]=2)[N:26]=[C:14]2[C:15]=1[C:16]1[CH:17]=[CH:18][C:9]([C:6]3[CH:5]=[CH:4][C:3]([C:1]#[N:2])=[CH:8][CH:7]=3)=[CH:10][C:11]=1[CH2:12][CH2:13]2. (5) Given the reactants [CH3:1][O:2][C:3]1[C:8]([N:9]2[CH2:17][C@@H:16]3[C@@H:11]([CH2:12][CH2:13][CH2:14][NH:15]3)[CH2:10]2)=[C:7]([F:18])[CH:6]=[C:5]2[C:19]([C:21]([C:27]([OH:29])=[O:28])=[CH:22][N:23]([CH:24]3[CH2:26][CH2:25]3)[C:4]=12)=[O:20].O.[ClH:31], predict the reaction product. The product is: [CH3:1][O:2][C:3]1[C:8]([N:9]2[CH2:17][C@@H:16]3[C@@H:11]([CH2:12][CH2:13][CH2:14][NH:15]3)[CH2:10]2)=[C:7]([F:18])[CH:6]=[C:5]2[C:19]([C:21]([C:27]([OH:29])=[O:28])=[CH:22][N:23]([CH:24]3[CH2:26][CH2:25]3)[C:4]=12)=[O:20].[ClH:31]. (6) Given the reactants Br[CH2:2][C:3]1[C:8]([O:9][CH3:10])=[CH:7][CH:6]=[CH:5][C:4]=1[N:11]1[C:15](=[O:16])[N:14]([CH3:17])[N:13]=[N:12]1.[C:18]1([CH:25]=[CH:24][CH:23]=[C:21]([OH:22])[CH:20]=1)[OH:19].C(=O)([O-])[O-].[K+].[K+].C(#N)C, predict the reaction product. The product is: [OH:19][C:18]1[CH:20]=[C:21]([CH:23]=[CH:24][CH:25]=1)[O:22][CH2:2][C:3]1[C:8]([O:9][CH3:10])=[CH:7][CH:6]=[CH:5][C:4]=1[N:11]1[C:15](=[O:16])[N:14]([CH3:17])[N:13]=[N:12]1. (7) Given the reactants [NH:1]([C:3]1[N:8]([CH2:9][CH:10]([CH3:12])[CH3:11])[C:7](=[O:13])[N:6]([CH3:14])[C:5](=[O:15])[CH:4]=1)[NH2:2].[N+:16]([C:19]1[CH:20]=[C:21]2[C:25](=[CH:26][CH:27]=1)[NH:24][CH:23]=[C:22]2[CH:28]=O)([O-:18])=[O:17].[CH3:30][N:31]1[CH:35]=[CH:34][N:33]=[C:32]1[CH:36]=O, predict the reaction product. The product is: [CH2:9]([N:8]1[C:3]2=[N:1][N:2]([CH2:28][C:22]3[C:21]4[C:25](=[CH:26][CH:27]=[C:19]([N+:16]([O-:18])=[O:17])[CH:20]=4)[NH:24][CH:23]=3)[C:36]([C:32]3[N:31]([CH3:30])[CH:35]=[CH:34][N:33]=3)=[C:4]2[C:5](=[O:15])[N:6]([CH3:14])[C:7]1=[O:13])[CH:10]([CH3:11])[CH3:12].